Dataset: Merck oncology drug combination screen with 23,052 pairs across 39 cell lines. Task: Regression. Given two drug SMILES strings and cell line genomic features, predict the synergy score measuring deviation from expected non-interaction effect. (1) Drug 1: O=C(NOCC(O)CO)c1ccc(F)c(F)c1Nc1ccc(I)cc1F. Drug 2: CC1(c2nc3c(C(N)=O)cccc3[nH]2)CCCN1. Cell line: RKO. Synergy scores: synergy=6.70. (2) Drug 1: CC(C)CC(NC(=O)C(Cc1ccccc1)NC(=O)c1cnccn1)B(O)O. Drug 2: CCc1c2c(nc3ccc(O)cc13)-c1cc3c(c(=O)n1C2)COC(=O)C3(O)CC. Cell line: HT29. Synergy scores: synergy=-22.6. (3) Drug 1: Cn1c(=O)n(-c2ccc(C(C)(C)C#N)cc2)c2c3cc(-c4cnc5ccccc5c4)ccc3ncc21. Drug 2: CCc1cnn2c(NCc3ccc[n+]([O-])c3)cc(N3CCCCC3CCO)nc12. Cell line: LNCAP. Synergy scores: synergy=23.1.